Predict the reaction yield, written as a fraction of the theoretical maximum amount of product (1.0 means a 100% yield; for example, 0.34 means a 34% yield). From a dataset of Reaction yield outcomes from USPTO patents with 853,638 reactions. (1) The reactants are [CH3:1][C:2]1[N:7]=[C:6]([OH:8])[C:5]([C:9]2[CH2:18][CH2:17][C:12]3([O:16][CH2:15][CH2:14][O:13]3)[CH2:11][CH:10]=2)=[CH:4][N:3]=1. The catalyst is CO.[Pd]. The product is [CH3:1][C:2]1[N:7]=[C:6]([OH:8])[C:5]([CH:9]2[CH2:18][CH2:17][C:12]3([O:13][CH2:14][CH2:15][O:16]3)[CH2:11][CH2:10]2)=[CH:4][N:3]=1. The yield is 0.860. (2) The product is [C:1]([O:9][C:8]([C:10]12[CH2:19][CH:14]3[CH2:15][CH:16]([CH2:18][CH:12]([CH2:13]3)[CH2:11]1)[CH2:17]2)([CH3:20])[CH2:6][CH3:7])(=[O:4])[CH:2]=[CH2:3]. The catalyst is O. The reactants are [C:1](Cl)(=[O:4])[CH:2]=[CH2:3].[CH2:6]([C:8]([CH3:20])([C:10]12[CH2:19][CH:14]3[CH2:15][CH:16]([CH2:18][CH:12]([CH2:13]3)[CH2:11]1)[CH2:17]2)[OH:9])[CH3:7].C(N(CC)CC)C.O1CCCC1. The yield is 0.740. (3) The reactants are [Br:1][C:2]1[CH:11]=[C:10]2[C:5]([CH2:6][C:7]([CH2:14][OH:15])([CH3:13])[CH2:8][CH:9]2[OH:12])=[CH:4][CH:3]=1. The catalyst is [O-2].[Mn+4].[O-2].C(Cl)(Cl)Cl. The product is [Br:1][C:2]1[CH:11]=[C:10]2[C:5]([CH2:6][C:7]([CH2:14][OH:15])([CH3:13])[CH2:8][C:9]2=[O:12])=[CH:4][CH:3]=1. The yield is 0.600. (4) The reactants are [ClH:1].C(OC([NH:9][CH2:10][CH2:11][CH2:12][CH2:13][CH2:14][CH2:15][C:16]([NH:18][CH2:19][C:20]1[CH:28]=[CH:27][CH:26]=[C:25]2[C:21]=1[C:22](=[O:38])[N:23]([CH:30]1[CH2:35][CH2:34][C:33](=[O:36])[NH:32][C:31]1=[O:37])[C:24]2=[O:29])=[O:17])=O)(C)(C)C. The catalyst is O1CCOCC1.C(Cl)Cl. The product is [ClH:1].[NH2:9][CH2:10][CH2:11][CH2:12][CH2:13][CH2:14][CH2:15][C:16]([NH:18][CH2:19][C:20]1[CH:28]=[CH:27][CH:26]=[C:25]2[C:21]=1[C:22](=[O:38])[N:23]([CH:30]1[CH2:35][CH2:34][C:33](=[O:36])[NH:32][C:31]1=[O:37])[C:24]2=[O:29])=[O:17]. The yield is 0.410.